Dataset: Forward reaction prediction with 1.9M reactions from USPTO patents (1976-2016). Task: Predict the product of the given reaction. (1) Given the reactants Br[CH2:2][CH2:3][CH2:4][CH2:5][CH2:6][CH2:7][C:8]1[C:14]2[CH:15]=[CH:16][C:17]([OH:19])=[CH:18][C:13]=2[CH2:12][CH2:11][CH2:10][C:9]=1[C:20]1[CH:25]=[CH:24][C:23]([F:26])=[C:22]([OH:27])[CH:21]=1.[CH3:28][NH:29][CH2:30][CH2:31][CH2:32][CH2:33][S:34]([CH2:37][CH2:38][CH2:39][C:40]([F:46])([F:45])[C:41]([F:44])([F:43])[F:42])(=[O:36])=[O:35], predict the reaction product. The product is: [F:26][C:23]1[CH:24]=[CH:25][C:20]([C:9]2[CH2:10][CH2:11][CH2:12][C:13]3[CH:18]=[C:17]([OH:19])[CH:16]=[CH:15][C:14]=3[C:8]=2[CH2:7][CH2:6][CH2:5][CH2:4][CH2:3][CH2:2][N:29]([CH3:28])[CH2:30][CH2:31][CH2:32][CH2:33][S:34]([CH2:37][CH2:38][CH2:39][C:40]([F:46])([F:45])[C:41]([F:42])([F:43])[F:44])(=[O:36])=[O:35])=[CH:21][C:22]=1[OH:27]. (2) The product is: [NH:1]1[C:9]2[C:4](=[CH:5][C:6]([NH:10][C:11]3[C:20]4[C:15](=[CH:16][CH:17]=[CH:18][CH:19]=4)[N:14]=[C:13]([C:21]4[CH:22]=[C:23]([CH:29]=[CH:30][CH:31]=4)[O:24][CH2:25][C:26]([NH:35][CH2:34][CH3:33])=[O:27])[N:12]=3)=[CH:7][CH:8]=2)[CH:3]=[N:2]1. Given the reactants [NH:1]1[C:9]2[C:4](=[CH:5][C:6]([NH:10][C:11]3[C:20]4[C:15](=[CH:16][CH:17]=[CH:18][CH:19]=4)[N:14]=[C:13]([C:21]4[CH:22]=[C:23]([CH:29]=[CH:30][CH:31]=4)[O:24][CH2:25][C:26](O)=[O:27])[N:12]=3)=[CH:7][CH:8]=2)[CH:3]=[N:2]1.C1C[N:35]([P+](ON2N=NC3C=CC=CC2=3)(N2CCCC2)N2CCCC2)[CH2:34][CH2:33]1.F[P-](F)(F)(F)(F)F.CCN(C(C)C)C(C)C, predict the reaction product. (3) Given the reactants [NH2:1][CH:2]([C:7]([OH:9])=[O:8])[CH2:3][CH:4]([CH3:6])[CH3:5].[CH2:10](O)[CH2:11][CH2:12][CH2:13][CH2:14][CH2:15][CH2:16][CH2:17][CH2:18][CH2:19][CH2:20][CH3:21].CC1C=CC(S(O)(=O)=O)=CC=1, predict the reaction product. The product is: [NH2:1][CH:2]([CH2:3][CH:4]([CH3:6])[CH3:5])[C:7]([O:9][CH2:21][CH2:20][CH2:19][CH2:18][CH2:17][CH2:16][CH2:15][CH2:14][CH2:13][CH2:12][CH2:11][CH3:10])=[O:8]. (4) Given the reactants [S:1]1[CH2:6][CH2:5][N:4]([CH:7]2[CH2:11][CH2:10][N:9]([C:12]([O:14][C:15]([CH3:18])([CH3:17])[CH3:16])=[O:13])[CH2:8]2)[C:3]2[CH:19]=[CH:20][CH:21]=[CH:22][C:2]1=2.[Br:23]N1C(=O)CCC1=O, predict the reaction product. The product is: [Br:23][C:21]1[CH:20]=[CH:19][C:3]2[N:4]([CH:7]3[CH2:11][CH2:10][N:9]([C:12]([O:14][C:15]([CH3:18])([CH3:17])[CH3:16])=[O:13])[CH2:8]3)[CH2:5][CH2:6][S:1][C:2]=2[CH:22]=1. (5) Given the reactants [CH2:1]([O:3][C:4](=[O:17])[CH2:5][C:6]1[CH:11]=[C:10]([C:12]([F:15])([F:14])[F:13])[CH:9]=[C:8](Cl)[N:7]=1)[CH3:2].[C:18]([O:22][C:23](=[O:47])[N:24]([CH2:45][CH3:46])[CH2:25][C:26]1[CH:31]=[C:30]([C:32]([F:35])([F:34])[F:33])[CH:29]=[CH:28][C:27]=1B1OC(C)(C)C(C)(C)O1)([CH3:21])([CH3:20])[CH3:19], predict the reaction product. The product is: [CH2:1]([O:3][C:4](=[O:17])[CH2:5][C:6]1[CH:11]=[C:10]([C:12]([F:15])([F:14])[F:13])[CH:9]=[C:8]([C:27]2[CH:28]=[CH:29][C:30]([C:32]([F:35])([F:33])[F:34])=[CH:31][C:26]=2[CH2:25][N:24]([C:23]([O:22][C:18]([CH3:19])([CH3:21])[CH3:20])=[O:47])[CH2:45][CH3:46])[N:7]=1)[CH3:2]. (6) The product is: [CH:7]1([CH2:10][N:11]2[C:17](=[O:18])[C@H:16]([NH:19][C:20]([N:22]3[CH2:27][CH2:26][CH:25]([N:28]4[CH:32]=[C:31]([C:33]5[CH:34]=[CH:35][CH:36]=[CH:37][CH:38]=5)[NH:30][C:29]4=[O:39])[CH2:24][CH2:23]3)=[O:21])[CH2:15][N:14]([CH3:1])[C@@H:13]([C:40]3[CH:45]=[CH:44][CH:43]=[CH:42][CH:41]=3)[CH2:12]2)[CH2:9][CH2:8]1. Given the reactants [C:1](=O)([O-])[O-].[K+].[K+].[CH:7]1([CH2:10][N:11]2[C:17](=[O:18])[C@@H:16]([NH:19][C:20]([N:22]3[CH2:27][CH2:26][CH:25]([N:28]4[CH:32]=[C:31]([C:33]5[CH:38]=[CH:37][CH:36]=[CH:35][CH:34]=5)[NH:30][C:29]4=[O:39])[CH2:24][CH2:23]3)=[O:21])[CH2:15][NH:14][C@H:13]([C:40]3[CH:45]=[CH:44][CH:43]=[CH:42][CH:41]=3)[CH2:12]2)[CH2:9][CH2:8]1.IC, predict the reaction product. (7) The product is: [Br:30][C:11]1[N:12]([CH:15]2[CH2:20][CH2:19][CH2:18][CH2:17][O:16]2)[C:13]2[C:9]([N:10]=1)=[C:8]([NH2:21])[N:7]=[C:6]([O:5][CH2:4][CH2:3][CH:2]([CH3:22])[CH3:1])[N:14]=2. Given the reactants [CH3:1][CH:2]([CH3:22])[CH2:3][CH2:4][O:5][C:6]1[N:14]=[C:13]2[C:9]([N:10]=[CH:11][N:12]2[CH:15]2[CH2:20][CH2:19][CH2:18][CH2:17][O:16]2)=[C:8]([NH2:21])[N:7]=1.C1C(=O)N([Br:30])C(=O)C1.C(Cl)Cl, predict the reaction product.